From a dataset of Forward reaction prediction with 1.9M reactions from USPTO patents (1976-2016). Predict the product of the given reaction. (1) Given the reactants [C:1]([O:4][C@@H:5]([CH3:27])[C:6]([N:8]1[CH2:13][CH2:12][CH:11]([CH2:14][CH2:15][N:16]2[C:24](Br)=[N:23][C:22]3[C:17]2=[N:18][CH:19]=[N:20][C:21]=3[NH2:26])[CH2:10][CH2:9]1)=[O:7])(=[O:3])[CH3:2].[Cl:28][C:29]1[C:37]2[S:36][C:35]([SH:38])=[N:34][C:33]=2[CH:32]=[CH:31][CH:30]=1, predict the reaction product. The product is: [C:1]([O:4][C@@H:5]([CH3:27])[C:6]([N:8]1[CH2:13][CH2:12][CH:11]([CH2:14][CH2:15][N:16]2[C:24]([S:38][C:35]3[S:36][C:37]4[C:29]([Cl:28])=[CH:30][CH:31]=[CH:32][C:33]=4[N:34]=3)=[N:23][C:22]3[C:17]2=[N:18][CH:19]=[N:20][C:21]=3[NH2:26])[CH2:10][CH2:9]1)=[O:7])(=[O:3])[CH3:2]. (2) Given the reactants [CH3:1][O:2][C:3]([C:5]1[CH:6]=[C:7]([CH3:17])[C:8]2[NH:12][C:11]([CH2:13][CH2:14][CH3:15])=[N:10][C:9]=2[CH:16]=1)=[O:4].CC(C)([O-])C.[K+].Br[CH2:25][C:26]1[CH:43]=[CH:42][C:29]2/[C:30](=[CH:39]/[C:40]#[N:41])/[C:31]3[CH:38]=[CH:37][CH:36]=[CH:35][C:32]=3[CH2:33][CH2:34][C:28]=2[CH:27]=1.C(OCC)(=O)C, predict the reaction product. The product is: [CH3:1][O:2][C:3]([C:5]1[CH:6]=[C:7]([CH3:17])[C:8]2[N:12]=[C:11]([CH2:13][CH2:14][CH3:15])[N:10]([CH2:25][C:26]3[CH:43]=[CH:42][C:29]4/[C:30](=[CH:39]/[C:40]#[N:41])/[C:31]5[CH:38]=[CH:37][CH:36]=[CH:35][C:32]=5[CH2:33][CH2:34][C:28]=4[CH:27]=3)[C:9]=2[CH:16]=1)=[O:4].